From a dataset of Reaction yield outcomes from USPTO patents with 853,638 reactions. Predict the reaction yield, written as a fraction of the theoretical maximum amount of product (1.0 means a 100% yield; for example, 0.34 means a 34% yield). (1) The reactants are [NH2:1][C:2]1[CH:3]=[C:4]([C:8]2[C:16]3[C:11](=[CH:12][CH:13]=[C:14]([C:17]([NH2:19])=[O:18])[CH:15]=3)[N:10](C3CCCCO3)[N:9]=2)[CH:5]=[CH:6][CH:7]=1.[CH3:26][O:27][C:28]1[CH:33]=[CH:32][C:31]([CH2:34][C:35](O)=[O:36])=[CH:30][CH:29]=1.CCN=C=NCCCN(C)C. No catalyst specified. The product is [CH3:26][O:27][C:28]1[CH:33]=[CH:32][C:31]([CH2:34][C:35]([NH:1][C:2]2[CH:3]=[C:4]([C:8]3[C:16]4[C:11](=[CH:12][CH:13]=[C:14]([C:17]([NH2:19])=[O:18])[CH:15]=4)[NH:10][N:9]=3)[CH:5]=[CH:6][CH:7]=2)=[O:36])=[CH:30][CH:29]=1. The yield is 0.110. (2) The reactants are [Cl-].O[NH3+:3].[C:4](=[O:7])([O-])[OH:5].[Na+].CS(C)=O.[CH2:13]([C:15]1[N:16]=[C:17]([CH2:46][CH2:47][CH3:48])[N:18]([CH2:31][C:32]2[CH:37]=[CH:36][C:35]([C:38]3[C:39]([C:44]#[N:45])=[CH:40][CH:41]=[CH:42][CH:43]=3)=[CH:34][CH:33]=2)[C:19](=[O:30])[C:20]=1[O:21][C:22]1[CH:27]=[CH:26][CH:25]=[C:24]([CH2:28][CH3:29])[CH:23]=1)[CH3:14]. The catalyst is C(OCC)(=O)C. The product is [CH2:13]([C:15]1[N:16]=[C:17]([CH2:46][CH2:47][CH3:48])[N:18]([CH2:31][C:32]2[CH:37]=[CH:36][C:35]([C:38]3[CH:43]=[CH:42][CH:41]=[CH:40][C:39]=3[C:44]3[NH:3][C:4](=[O:7])[O:5][N:45]=3)=[CH:34][CH:33]=2)[C:19](=[O:30])[C:20]=1[O:21][C:22]1[CH:27]=[CH:26][CH:25]=[C:24]([CH2:28][CH3:29])[CH:23]=1)[CH3:14]. The yield is 0.780. (3) The reactants are [NH2:1][C:2]1[CH:7]=[CH:6][C:5]([F:8])=[CH:4][C:3]=1[NH:9][C:10]1[C:18]2[O:17][CH2:16][C@@H:15]([N:19]([C:34](=[O:39])[C:35]([F:38])([F:37])[F:36])[C:20]3[CH:33]=[CH:32][C:23]4[C@H:24]([CH2:27][C:28]([O:30][CH3:31])=[O:29])[CH2:25][O:26][C:22]=4[CH:21]=3)[C:14]=2[CH:13]=[CH:12][CH:11]=1.[O:40]1[CH2:45][CH2:44][CH:43]([C:46](O)=O)[CH2:42][CH2:41]1.Cl.CN(C)CCCN=C=NCC.O.ON1C2C=CC=CC=2N=N1.C(=O)([O-])O.[Na+]. The catalyst is O1CCCC1. The product is [F:8][C:5]1[CH:6]=[CH:7][C:2]2[N:1]=[C:46]([CH:43]3[CH2:44][CH2:45][O:40][CH2:41][CH2:42]3)[N:9]([C:10]3[C:18]4[O:17][CH2:16][C@@H:15]([N:19]([C:34](=[O:39])[C:35]([F:37])([F:38])[F:36])[C:20]5[CH:33]=[CH:32][C:23]6[C@H:24]([CH2:27][C:28]([O:30][CH3:31])=[O:29])[CH2:25][O:26][C:22]=6[CH:21]=5)[C:14]=4[CH:13]=[CH:12][CH:11]=3)[C:3]=2[CH:4]=1. The yield is 0.600. (4) The reactants are [Cl:1][C:2]1[C:3]([O:30][C@@H:31]2[CH2:36][CH2:35][C@H:34]([OH:37])[CH2:33][C@H:32]2[C:38]2[N:42]([CH3:43])[N:41]=[CH:40][CH:39]=2)=[CH:4][C:5]([F:29])=[C:6]([S:8]([N:11](CC2C=CC(OC)=CC=2OC)[C:12]2[CH:17]=[CH:16][N:15]=[CH:14][N:13]=2)(=[O:10])=[O:9])[CH:7]=1.C([SiH](CC)CC)C.FC(F)(F)C(O)=O. The catalyst is ClCCl. The product is [Cl:1][C:2]1[C:3]([O:30][C@@H:31]2[CH2:36][CH2:35][C@H:34]([OH:37])[CH2:33][C@H:32]2[C:38]2[N:42]([CH3:43])[N:41]=[CH:40][CH:39]=2)=[CH:4][C:5]([F:29])=[C:6]([S:8]([NH:11][C:12]2[CH:17]=[CH:16][N:15]=[CH:14][N:13]=2)(=[O:10])=[O:9])[CH:7]=1. The yield is 0.600. (5) The reactants are [C:1]([O:5][C:6](=[O:34])[NH:7][C:8]1[CH:13]=[CH:12][C:11]([S:14][C:15]2[CH:20]=[CH:19][C:18]([C:21](=[O:30])[NH:22][C:23]3[CH:28]=[CH:27][C:26]([Br:29])=[CH:25][CH:24]=3)=[CH:17][C:16]=2[N+:31]([O-])=O)=[CH:10][CH:9]=1)([CH3:4])([CH3:3])[CH3:2].[Cl-].[NH4+]. The catalyst is O.C(O)C.C(OCC)(=O)C.[Fe]. The product is [C:1]([O:5][C:6](=[O:34])[NH:7][C:8]1[CH:9]=[CH:10][C:11]([S:14][C:15]2[CH:20]=[CH:19][C:18]([C:21](=[O:30])[NH:22][C:23]3[CH:28]=[CH:27][C:26]([Br:29])=[CH:25][CH:24]=3)=[CH:17][C:16]=2[NH2:31])=[CH:12][CH:13]=1)([CH3:4])([CH3:2])[CH3:3]. The yield is 0.950.